Dataset: Full USPTO retrosynthesis dataset with 1.9M reactions from patents (1976-2016). Task: Predict the reactants needed to synthesize the given product. Given the product [ClH:22].[Br:1][C:2]1[CH:7]=[N:6][CH:5]=[C:4]([O:8][CH:9]2[CH2:14][CH2:13][NH:12][CH2:11][CH2:10]2)[CH:3]=1, predict the reactants needed to synthesize it. The reactants are: [Br:1][C:2]1[CH:3]=[C:4]([O:8][CH:9]2[CH2:14][CH2:13][N:12](C(OC(C)(C)C)=O)[CH2:11][CH2:10]2)[CH:5]=[N:6][CH:7]=1.[ClH:22].C(O)C.